Dataset: Forward reaction prediction with 1.9M reactions from USPTO patents (1976-2016). Task: Predict the product of the given reaction. (1) Given the reactants C[O:2][C:3](=O)[CH:4]([S:9][C:10]1[CH:15]=[CH:14][C:13]([F:16])=[C:12]([CH3:17])[CH:11]=1)[CH2:5][CH2:6][CH2:7][CH3:8].[OH:19]OS([O-])=O.[K+].[CH3:25][OH:26].[OH2:27], predict the reaction product. The product is: [CH3:25][O:26][C:3](=[O:2])[CH:4]([S:9]([C:10]1[CH:15]=[CH:14][C:13]([F:16])=[C:12]([CH3:17])[CH:11]=1)(=[O:19])=[O:27])[CH2:5][CH2:6][CH2:7][CH3:8]. (2) Given the reactants [CH3:1][N:2]([CH3:25])[CH2:3][CH2:4][O:5][C:6]1[CH:11]=[CH:10][C:9]([CH2:12][CH2:13][CH2:14][NH:15][C:16]2[C:17]([NH2:24])=[CH:18][C:19]([CH3:23])=[C:20]([CH3:22])[CH:21]=2)=[CH:8][CH:7]=1.[NH:26]1[C:34](=[O:35])[C:32](=O)[C:30](=O)[NH:29][C:27]1=[O:28].B(O)(O)O, predict the reaction product. The product is: [CH3:25][N:2]([CH3:1])[CH2:3][CH2:4][O:5][C:6]1[CH:7]=[CH:8][C:9]([CH2:12][CH2:13][CH2:14][N:15]2[C:30]3[C:32]([C:34](=[O:35])[NH:26][C:27](=[O:28])[N:29]=3)=[N:24][C:17]3[CH:18]=[C:19]([CH3:23])[C:20]([CH3:22])=[CH:21][C:16]2=3)=[CH:10][CH:11]=1. (3) Given the reactants [N+:1]([O-:4])(O)=[O:2].[CH3:5][C:6]1[CH:14]=[CH:13][C:9]2[NH:10][N:11]=[N:12][C:8]=2[CH:7]=1, predict the reaction product. The product is: [N+:1]([C:7]1[C:8]2[N:12]=[N:11][NH:10][C:9]=2[CH:13]=[CH:14][C:6]=1[CH3:5])([O-:4])=[O:2]. (4) Given the reactants [Cl:1][C:2]1[CH:27]=[CH:26][C:5]([C:6]([NH:8][CH:9]([C:20]2[CH:25]=[CH:24][CH:23]=[CH:22][CH:21]=2)[CH2:10][CH2:11][NH:12]C(=O)OC(C)(C)C)=[O:7])=[CH:4][C:3]=1[NH:28][C:29]([C:31]1[C:42](=[O:43])[NH:41][C:34]2[N:35]=[C:36]([S:39][CH3:40])[N:37]=[CH:38][C:33]=2[CH:32]=1)=[O:30].Cl, predict the reaction product. The product is: [NH2:12][CH2:11][CH2:10][CH:9]([NH:8][C:6]([C:5]1[CH:26]=[CH:27][C:2]([Cl:1])=[C:3]([NH:28][C:29]([C:31]2[C:42](=[O:43])[NH:41][C:34]3[N:35]=[C:36]([S:39][CH3:40])[N:37]=[CH:38][C:33]=3[CH:32]=2)=[O:30])[CH:4]=1)=[O:7])[C:20]1[CH:21]=[CH:22][CH:23]=[CH:24][CH:25]=1. (5) Given the reactants Cl.Cl.Cl.[CH3:4][C:5]1[N:10]=[C:9]([N:11]2[CH2:16][CH2:15][N:14]([CH2:17][CH2:18][C@H:19]3[CH2:24][CH2:23][C@H:22]([NH2:25])[CH2:21][CH2:20]3)[CH2:13][CH2:12]2)[C:8]2[CH:26]=[CH:27][O:28][C:7]=2[CH:6]=1.[CH3:29][O:30][CH2:31][CH2:32][C:33](O)=[O:34], predict the reaction product. The product is: [CH3:29][O:30][CH2:31][CH2:32][C:33]([NH:25][C@H:22]1[CH2:21][CH2:20][C@H:19]([CH2:18][CH2:17][N:14]2[CH2:13][CH2:12][N:11]([C:9]3[C:8]4[CH:26]=[CH:27][O:28][C:7]=4[CH:6]=[C:5]([CH3:4])[N:10]=3)[CH2:16][CH2:15]2)[CH2:24][CH2:23]1)=[O:34]. (6) Given the reactants C[Si](C)(C)CCOC(=O)[NH:7][N:8]1[C:12]([C:13]2[CH:14]=[N:15][CH:16]=[CH:17][CH:18]=2)=[CH:11][CH:10]=[C:9]1[C:19]1[CH:20]=[N:21][CH:22]=[CH:23][CH:24]=1.CCCC[N+](CCCC)(CCCC)CCCC.[F-].C1COCC1.C(O)(=O)C, predict the reaction product. The product is: [N:15]1[CH:16]=[CH:17][CH:18]=[C:13]([C:12]2[N:8]([NH2:7])[C:9]([C:19]3[CH:20]=[N:21][CH:22]=[CH:23][CH:24]=3)=[CH:10][CH:11]=2)[CH:14]=1. (7) Given the reactants [C:1]([O:5][C:6]([N:8]1[CH2:13][CH2:12][C@H:11]([NH:14]CC2C=CC=CC=2)[C@H:10]([F:22])[CH2:9]1)=[O:7])([CH3:4])([CH3:3])[CH3:2].[H][H], predict the reaction product. The product is: [C:1]([O:5][C:6]([N:8]1[CH2:13][CH2:12][C@H:11]([NH2:14])[C@H:10]([F:22])[CH2:9]1)=[O:7])([CH3:4])([CH3:2])[CH3:3]. (8) Given the reactants [CH:1]([C:4]1[CH:13]=[C:12]([CH3:14])[CH:11]=[CH:10][C:5]=1[C:6]([O:8][CH3:9])=[O:7])([CH3:3])[CH3:2].[I-].[I:16]([O-])(=O)(=O)=O.[Na+].S(=O)(=O)(O)O, predict the reaction product. The product is: [I:16][C:11]1[C:12]([CH3:14])=[CH:13][C:4]([CH:1]([CH3:3])[CH3:2])=[C:5]([CH:10]=1)[C:6]([O:8][CH3:9])=[O:7]. (9) Given the reactants Br[C:2]1[CH:7]=[CH:6][C:5]2[C:8]3[CH2:13][CH2:12][N:11]([C:14]([O:16][C:17]([CH3:20])([CH3:19])[CH3:18])=[O:15])[CH2:10][C:9]=3[S:21][C:4]=2[CH:3]=1.[CH2:22]([C:30]1[CH:35]=[CH:34][NH:33][C:32](=[O:36])[CH:31]=1)[CH2:23][C:24]1[CH:29]=[CH:28][CH:27]=[CH:26][CH:25]=1, predict the reaction product. The product is: [O:36]=[C:32]1[CH:31]=[C:30]([CH2:22][CH2:23][C:24]2[CH:25]=[CH:26][CH:27]=[CH:28][CH:29]=2)[CH:35]=[CH:34][N:33]1[C:2]1[CH:7]=[CH:6][C:5]2[C:8]3[CH2:13][CH2:12][N:11]([C:14]([O:16][C:17]([CH3:20])([CH3:19])[CH3:18])=[O:15])[CH2:10][C:9]=3[S:21][C:4]=2[CH:3]=1. (10) Given the reactants [CH3:1][C:2]1[CH:3]=[C:4]([CH:8]=[CH:9][CH:10]=1)[C:5]([OH:7])=O.CN(C(ON1N=NC2C=CC=NC1=2)=[N+](C)C)C.F[P-](F)(F)(F)(F)F.CCN(C(C)C)C(C)C.[NH:44]1[C:52]2[C:47](=[C:48]([C:53]3[CH:54]=[C:55]([NH2:62])[C:56]4[CH:57]=[N:58][NH:59][C:60]=4[CH:61]=3)[CH:49]=[CH:50][CH:51]=2)[CH:46]=[CH:45]1, predict the reaction product. The product is: [NH:44]1[C:52]2[C:47](=[C:48]([C:53]3[CH:61]=[C:60]4[C:56]([CH:57]=[N:58][NH:59]4)=[C:55]([NH:62][C:5](=[O:7])[C:4]4[CH:8]=[CH:9][CH:10]=[C:2]([CH3:1])[CH:3]=4)[CH:54]=3)[CH:49]=[CH:50][CH:51]=2)[CH:46]=[CH:45]1.